Dataset: Catalyst prediction with 721,799 reactions and 888 catalyst types from USPTO. Task: Predict which catalyst facilitates the given reaction. (1) Reactant: [NH:1]1[CH2:6][CH2:5][CH:4]([O:7][C:8](=[O:13])[C:9]([CH3:12])([CH3:11])[CH3:10])[CH2:3][CH2:2]1.[CH3:14][C@@H:15]1[CH2:17][O:16]1. Product: [OH:16][C@H:15]([CH3:17])[CH2:14][N:1]1[CH2:6][CH2:5][CH:4]([O:7][C:8](=[O:13])[C:9]([CH3:10])([CH3:12])[CH3:11])[CH2:3][CH2:2]1. The catalyst class is: 8. (2) Reactant: Br[C:2]1[CH:3]=[C:4]([NH:10][S:11]([C:14]2[CH:19]=[CH:18][C:17]([F:20])=[CH:16][C:15]=2[F:21])(=[O:13])=[O:12])[C:5]([O:8][CH3:9])=[N:6][CH:7]=1.[CH3:22][C:23]1[S:24][CH:25]=[C:26]([C:28]([NH:30][C:31]2[C:32]3[C:36]([CH:37]=[C:38](B4OC(C)(C)CC(C)(C)O4)[CH:39]=2)=[N:35][N:34](C2CCCCO2)[CH:33]=3)=[O:29])[N:27]=1.C(=O)([O-])[O-].[Na+].[Na+].O1CCOCC1. Product: [F:21][C:15]1[CH:16]=[C:17]([F:20])[CH:18]=[CH:19][C:14]=1[S:11]([NH:10][C:4]1[CH:3]=[C:2]([C:38]2[CH:37]=[C:36]3[C:32]([CH:33]=[N:34][NH:35]3)=[C:31]([NH:30][C:28]([C:26]3[N:27]=[C:23]([CH3:22])[S:24][CH:25]=3)=[O:29])[CH:39]=2)[CH:7]=[N:6][C:5]=1[O:8][CH3:9])(=[O:13])=[O:12]. The catalyst class is: 263. (3) Product: [CH2:30]([N:3]([CH2:1][CH3:2])[C:4]([CH:6]1[C:18]2[C:17]3[C:12](=[CH:13][CH:14]=[C:15]([F:19])[CH:16]=3)[N:11]([CH2:20][CH2:21][OH:22])[C:10]=2[CH2:9][CH2:8][CH2:7]1)=[O:5])[CH3:31]. Reactant: [CH2:1]([N:3]([CH2:30][CH3:31])[C:4]([CH:6]1[C:18]2[C:17]3[C:12](=[CH:13][CH:14]=[C:15]([F:19])[CH:16]=3)[N:11]([CH2:20][CH2:21][O:22]CC3C=CC=CC=3)[C:10]=2[CH2:9][CH2:8][CH2:7]1)=[O:5])[CH3:2]. The catalyst class is: 19. (4) Reactant: C[O:2][C:3]([C:5]1[S:6][C:7]([C:10]([CH2:34][CH:35]=[CH2:36])([CH2:14][O:15][C:16]2[CH:21]=[C:20]([CH3:22])[C:19]([C:23]3[CH:28]=[CH:27][C:26]([C:29]([F:32])([F:31])[F:30])=[CH:25][CH:24]=3)=[C:18]([CH3:33])[CH:17]=2)[CH2:11][CH:12]=[CH2:13])=[CH:8][CH:9]=1)=[O:4].[Li+].[OH-].Cl. Product: [CH2:11]([C:10]([C:7]1[S:6][C:5]([C:3]([OH:4])=[O:2])=[CH:9][CH:8]=1)([CH2:14][O:15][C:16]1[CH:17]=[C:18]([CH3:33])[C:19]([C:23]2[CH:28]=[CH:27][C:26]([C:29]([F:30])([F:31])[F:32])=[CH:25][CH:24]=2)=[C:20]([CH3:22])[CH:21]=1)[CH2:34][CH:35]=[CH2:36])[CH:12]=[CH2:13]. The catalyst class is: 1. (5) Reactant: [C:1]([CH2:3][C:4]1[CH:14]=[CH:13][C:7]([C:8]([O:10]CC)=[O:9])=[CH:6][CH:5]=1)#[N:2].[OH-].[Na+]. Product: [C:1]([CH2:3][C:4]1[CH:14]=[CH:13][C:7]([C:8]([OH:10])=[O:9])=[CH:6][CH:5]=1)#[N:2]. The catalyst class is: 8. (6) Reactant: [Cl:1][C:2]1[CH:7]=[CH:6][C:5]([N:8]([C@H:12]2[C:21]3[C:16](=[CH:17][CH:18]=[CH:19][CH:20]=3)[N:15]([C:22](=[O:35])[C:23]3[CH:28]=[CH:27][C:26]([CH2:29][CH2:30][CH2:31][C:32](=[O:34])[CH3:33])=[CH:25][CH:24]=3)[C@@H:14]([CH3:36])[CH2:13]2)[C:9](=[O:11])[CH3:10])=[CH:4][CH:3]=1.[CH3:37][Mg+].[Br-]. Product: [Cl:1][C:2]1[CH:3]=[CH:4][C:5]([N:8]([C@H:12]2[C:21]3[C:16](=[CH:17][CH:18]=[CH:19][CH:20]=3)[N:15]([C:22](=[O:35])[C:23]3[CH:24]=[CH:25][C:26]([CH2:29][CH2:30][CH2:31][C:32]([OH:34])([CH3:37])[CH3:33])=[CH:27][CH:28]=3)[C@@H:14]([CH3:36])[CH2:13]2)[C:9](=[O:11])[CH3:10])=[CH:6][CH:7]=1. The catalyst class is: 1. (7) Reactant: [F:1][C:2]1([F:21])[CH2:7][CH2:6][C:5]([C:14]2[CH:15]=[N:16][C:17]([CH3:20])=[N:18][CH:19]=2)([C:8](N(OC)C)=[O:9])[CH2:4][CH2:3]1.[CH3:22][Mg+].[Br-]. Product: [F:21][C:2]1([F:1])[CH2:3][CH2:4][C:5]([C:8](=[O:9])[CH3:22])([C:14]2[CH:19]=[N:18][C:17]([CH3:20])=[N:16][CH:15]=2)[CH2:6][CH2:7]1. The catalyst class is: 1. (8) Product: [CH2:1]([C:6]1([C:11]([O:13][CH3:14])=[O:12])[CH2:7][CH2:8][CH2:9][CH2:10]1)[CH2:2][CH2:3][CH2:4][CH3:5]. The catalyst class is: 7. Reactant: [CH2:1]([C:6]1([C:11]([OH:13])=[O:12])[CH2:10][CH2:9][CH2:8][CH2:7]1)[CH2:2][CH2:3][CH2:4][CH3:5].[CH3:14][Li].O. (9) Reactant: [O:1]1[CH2:6][CH2:5][C:4](=[O:7])[CH2:3][CH2:2]1.CN(C)P(N(C)C)(N(C)C)=O.[CH:19]([N-]C(C)C)(C)[CH3:20].[Li+].ICC. Product: [CH2:19]([CH:3]1[C:4](=[O:7])[CH2:5][CH2:6][O:1][CH2:2]1)[CH3:20]. The catalyst class is: 54.